From a dataset of Full USPTO retrosynthesis dataset with 1.9M reactions from patents (1976-2016). Predict the reactants needed to synthesize the given product. (1) Given the product [Cl:12][C:11]1[C:6]([CH:4]2[CH2:5][N:2]([C:14]3[CH:23]=[CH:22][C:21]4[C:16](=[CH:17][CH:18]=[CH:19][CH:20]=4)[N:15]=3)[CH2:3]2)=[N:7][CH:8]=[CH:9][N:10]=1, predict the reactants needed to synthesize it. The reactants are: Cl.[NH:2]1[CH2:5][CH:4]([C:6]2[C:11]([Cl:12])=[N:10][CH:9]=[CH:8][N:7]=2)[CH2:3]1.Br[C:14]1[CH:23]=[CH:22][C:21]2[C:16](=[CH:17][CH:18]=[CH:19][CH:20]=2)[N:15]=1.C(=O)([O-])[O-].[Cs+].[Cs+]. (2) Given the product [CH3:20][N:18]1[CH:19]=[C:15]([N:14]2[C:5]3[C:4]4[CH:3]=[C:2]([C:32]5[CH:31]=[N:30][C:29]([N:24]6[CH:28]=[CH:27][CH:26]=[N:25]6)=[CH:34][CH:33]=5)[CH:11]=[CH:10][C:9]=4[N:8]=[CH:7][C:6]=3[N:12]([CH3:23])[C:13]2=[O:22])[C:16]([CH3:21])=[N:17]1, predict the reactants needed to synthesize it. The reactants are: Br[C:2]1[CH:11]=[CH:10][C:9]2[N:8]=[CH:7][C:6]3[N:12]([CH3:23])[C:13](=[O:22])[N:14]([C:15]4[C:16]([CH3:21])=[N:17][N:18]([CH3:20])[CH:19]=4)[C:5]=3[C:4]=2[CH:3]=1.[N:24]1([C:29]2[CH:34]=[CH:33][C:32](B3OC(C)(C)C(C)(C)O3)=[CH:31][N:30]=2)[CH:28]=[CH:27][CH:26]=[N:25]1. (3) Given the product [Cl:1][C:2]1[CH:3]=[CH:4][C:5]([OH:11])=[C:6]([CH:10]=1)[C:7]([NH:18][C:17]1[CH:19]=[CH:20][C:14]([C:13]([F:12])([F:21])[F:22])=[CH:15][CH:16]=1)=[O:9], predict the reactants needed to synthesize it. The reactants are: [Cl:1][C:2]1[CH:10]=[C:6]([C:7]([OH:9])=O)[C:5]([OH:11])=[CH:4][CH:3]=1.[F:12][C:13]([F:22])([F:21])[C:14]1[CH:20]=[CH:19][C:17]([NH2:18])=[CH:16][CH:15]=1. (4) Given the product [F:14][C:15]1[CH:16]=[C:17]([N+:22]([O-:24])=[O:23])[CH:18]=[CH:19][C:20]=1[N:1]1[CH2:6][CH2:5][S:4][CH2:3][CH2:2]1, predict the reactants needed to synthesize it. The reactants are: [NH:1]1[CH2:6][CH2:5][S:4][CH2:3][CH2:2]1.CCN(CC)CC.[F:14][C:15]1[CH:16]=[C:17]([N+:22]([O-:24])=[O:23])[CH:18]=[CH:19][C:20]=1F. (5) Given the product [CH3:1][C:2]([CH3:27])([CH2:12][N:13]1[C:25]2[C:24]3[CH:23]=[CH:22][CH:21]=[CH:20][C:19]=3[N:18]=[CH:17][C:16]=2[N:15]=[C:14]1[S:26][CH3:29])[CH2:3][NH:4][C:5](=[O:11])[O:6][C:7]([CH3:8])([CH3:9])[CH3:10], predict the reactants needed to synthesize it. The reactants are: [CH3:1][C:2]([CH3:27])([CH2:12][N:13]1[C:25]2[C:24]3[CH:23]=[CH:22][CH:21]=[CH:20][C:19]=3[N:18]=[CH:17][C:16]=2[NH:15][C:14]1=[S:26])[CH2:3][NH:4][C:5](=[O:11])[O:6][C:7]([CH3:10])([CH3:9])[CH3:8].O.[CH2:29](O)C.[OH-].[NH4+].IC.